Dataset: Reaction yield outcomes from USPTO patents with 853,638 reactions. Task: Predict the reaction yield, written as a fraction of the theoretical maximum amount of product (1.0 means a 100% yield; for example, 0.34 means a 34% yield). (1) The reactants are [CH2:1]([O:8][C:9]([NH:11][CH2:12][CH2:13][CH2:14][O:15][N:16]1C(=O)C2=CC=CC=C2C1=O)=[O:10])[C:2]1[CH:7]=[CH:6][CH:5]=[CH:4][CH:3]=1.O1CCCC1.CN. The catalyst is C(O)C. The product is [CH2:1]([O:8][C:9]([NH:11][CH2:12][CH2:13][CH2:14][O:15][NH2:16])=[O:10])[C:2]1[CH:3]=[CH:4][CH:5]=[CH:6][CH:7]=1. The yield is 0.970. (2) The reactants are I[C:2]1[CH:7]=[CH:6][C:5]([N:8]2[CH2:13][CH2:12][C:11]3[C:14]([S:25]([CH3:28])(=[O:27])=[O:26])=[N:15][N:16]([C:17]4[CH:22]=[CH:21][C:20]([O:23][CH3:24])=[CH:19][CH:18]=4)[C:10]=3[C:9]2=[O:29])=[CH:4][CH:3]=1.C(OC([N:40]1[CH2:45][CH2:44][NH:43][C:42](=[O:46])[CH2:41]1)=O)C1C=CC=CC=1.C([O-])([O-])=O.[K+].[K+].CS(C)=O. The catalyst is CCOC(C)=O.O.[Cu]I. The product is [CH3:24][O:23][C:20]1[CH:21]=[CH:22][C:17]([N:16]2[C:10]3[C:9](=[O:29])[N:8]([C:5]4[CH:6]=[CH:7][C:2]([N:43]5[CH2:44][CH2:45][NH:40][CH2:41][C:42]5=[O:46])=[CH:3][CH:4]=4)[CH2:13][CH2:12][C:11]=3[C:14]([S:25]([CH3:28])(=[O:27])=[O:26])=[N:15]2)=[CH:18][CH:19]=1. The yield is 0.270. (3) The reactants are FC(F)(F)C(O)=O.FC(F)(F)C(O)=O.FC(F)(F)C(O)=O.[F:22][C:23]1[C:40]([F:41])=[CH:39][C:26]2[N:27]=[C:28]([S:30][CH2:31][CH2:32][N:33]3[CH2:38][CH2:37][NH:36][CH2:35][CH2:34]3)[NH:29][C:25]=2[CH:24]=1.C(=O)([O-])[O-].[K+].[K+].Br[CH2:49][C:50]([NH:52][C:53]1[C:54]([O:66][CH2:67][C:68]([F:71])([F:70])[F:69])=[N:55][C:56]([CH3:65])=[CH:57][C:58]=1[O:59][CH2:60][C:61]([F:64])([F:63])[F:62])=[O:51]. The catalyst is C(#N)C.O. The product is [F:22][C:23]1[C:40]([F:41])=[CH:39][C:26]2[N:27]=[C:28]([S:30][CH2:31][CH2:32][N:33]3[CH2:38][CH2:37][N:36]([CH2:49][C:50]([NH:52][C:53]4[C:54]([O:66][CH2:67][C:68]([F:71])([F:69])[F:70])=[N:55][C:56]([CH3:65])=[CH:57][C:58]=4[O:59][CH2:60][C:61]([F:63])([F:64])[F:62])=[O:51])[CH2:35][CH2:34]3)[NH:29][C:25]=2[CH:24]=1. The yield is 0.910.